Dataset: Catalyst prediction with 721,799 reactions and 888 catalyst types from USPTO. Task: Predict which catalyst facilitates the given reaction. Reactant: [CH2:1]([O:3][C:4](=[O:24])[CH:5]([NH:8][C:9]1[CH:14]=[C:13]([NH:15][C:16]([O:18][C:19]([CH3:22])([CH3:21])[CH3:20])=[O:17])[CH:12]=[C:11]([Cl:23])[N:10]=1)OC)[CH3:2].S([CH2:35][N+:36]#[C-:37])(C1C=CC(C)=CC=1)(=O)=O.C([O-])([O-])=O.[K+].[K+].O. Product: [CH2:1]([O:3][C:4]([C:5]1[N:8]([C:9]2[CH:14]=[C:13]([NH:15][C:16]([O:18][C:19]([CH3:20])([CH3:21])[CH3:22])=[O:17])[CH:12]=[C:11]([Cl:23])[N:10]=2)[CH:35]=[N:36][CH:37]=1)=[O:24])[CH3:2]. The catalyst class is: 14.